This data is from Reaction yield outcomes from USPTO patents with 853,638 reactions. The task is: Predict the reaction yield, written as a fraction of the theoretical maximum amount of product (1.0 means a 100% yield; for example, 0.34 means a 34% yield). (1) The reactants are Cl[C:2]1[N:7]=[C:6]([Cl:8])[C:5]([C:9]([F:12])([F:11])[F:10])=[CH:4][N:3]=1.[NH2:13][C:14]1[CH:19]=[CH:18][C:17]([CH:20]2[CH2:25][CH2:24][N:23]([C:26]([O:28][C:29]([CH3:32])([CH3:31])[CH3:30])=[O:27])[CH2:22][CH2:21]2)=[CH:16][C:15]=1[O:33][CH3:34].C(N(CC)CC)C. The catalyst is [Cl-].[Zn+2].[Cl-].ClCCCl.CC(O)(C)C. The product is [Cl:8][C:6]1[C:5]([C:9]([F:12])([F:11])[F:10])=[CH:4][N:3]=[C:2]([NH:13][C:14]2[CH:19]=[CH:18][C:17]([CH:20]3[CH2:21][CH2:22][N:23]([C:26]([O:28][C:29]([CH3:30])([CH3:31])[CH3:32])=[O:27])[CH2:24][CH2:25]3)=[CH:16][C:15]=2[O:33][CH3:34])[N:7]=1. The yield is 0.300. (2) The reactants are Br[CH2:2][C:3]([C:5]1[CH:10]=[CH:9][C:8]([NH:11][C:12](=[O:15])[O:13][CH3:14])=[CH:7][CH:6]=1)=[O:4].CC(C1C=CC(N)=CC=1)=O.[OH-].[Na+].COC(Cl)=O. The catalyst is CCOC(C)=O.O.O1CCOCC1. The product is [CH3:14][O:13][C:12](=[O:15])[NH:11][C:8]1[CH:9]=[CH:10][C:5]([C:3](=[O:4])[CH3:2])=[CH:6][CH:7]=1. The yield is 0.530.